This data is from Forward reaction prediction with 1.9M reactions from USPTO patents (1976-2016). The task is: Predict the product of the given reaction. (1) Given the reactants [Cl:1][C:2]1[CH:7]=[CH:6][C:5]([C:8]2[CH:13]=[CH:12][C:11](OS(C(F)(F)F)(=O)=O)=[CH:10][C:9]=2[CH2:22][N:23]2[CH2:28][CH2:27][N:26]([C:29]([O:31][C:32]([CH3:35])([CH3:34])[CH3:33])=[O:30])[CH2:25][CH2:24]2)=[CH:4][CH:3]=1.[CH3:36][N:37]([CH3:41])[CH2:38][C:39]#[CH:40].C(N(CC)CC)C.[I-].C([NH3+])(C)(C)C, predict the reaction product. The product is: [Cl:1][C:2]1[CH:7]=[CH:6][C:5]([C:8]2[CH:13]=[CH:12][C:11]([C:40]#[C:39][CH2:38][N:37]([CH3:41])[CH3:36])=[CH:10][C:9]=2[CH2:22][N:23]2[CH2:28][CH2:27][N:26]([C:29]([O:31][C:32]([CH3:34])([CH3:35])[CH3:33])=[O:30])[CH2:25][CH2:24]2)=[CH:4][CH:3]=1. (2) Given the reactants [CH3:1][C:2]1[CH:3]=[C:4]([C:26]#[C:27][CH2:28][N:29]2[CH2:34][CH2:33][N:32]([CH3:35])[CH2:31][CH2:30]2)[CH:5]=[C:6]2[C:10]=1[C:9](=[O:11])[N:8]([CH2:12][C:13]1[CH:18]=[CH:17][C:16]([O:19][C:20]3[CH:25]=[CH:24][CH:23]=[CH:22][CH:21]=3)=[CH:15][CH:14]=1)[CH2:7]2.[H][H].C(Cl)(Cl)Cl.CO, predict the reaction product. The product is: [CH3:1][C:2]1[CH:3]=[C:4]([CH2:26][CH2:27][CH2:28][N:29]2[CH2:34][CH2:33][N:32]([CH3:35])[CH2:31][CH2:30]2)[CH:5]=[C:6]2[C:10]=1[C:9](=[O:11])[N:8]([CH2:12][C:13]1[CH:14]=[CH:15][C:16]([O:19][C:20]3[CH:25]=[CH:24][CH:23]=[CH:22][CH:21]=3)=[CH:17][CH:18]=1)[CH2:7]2. (3) Given the reactants O=[C:2]1[CH2:7][CH2:6][N:5]([C:8]2[CH:21]=[CH:20][C:11]([CH2:12][CH:13]3[S:17][C:16](=[O:18])[NH:15][C:14]3=[O:19])=[CH:10][CH:9]=2)[CH2:4][CH2:3]1.[NH2:22][CH2:23][CH:24]([C:26]1[CH:27]=[CH:28][C:29]([OH:37])=[C:30]([NH:32][S:33]([CH3:36])(=[O:35])=[O:34])[CH:31]=1)[OH:25], predict the reaction product. The product is: [O:18]=[C:16]1[NH:15][C:14](=[O:19])[CH:13]([CH2:12][C:11]2[CH:20]=[CH:21][C:8]([N:5]3[CH2:6][CH2:7][CH:2]([NH:22][CH2:23][CH:24]([C:26]4[CH:27]=[CH:28][C:29]([OH:37])=[C:30]([NH:32][S:33]([CH3:36])(=[O:35])=[O:34])[CH:31]=4)[OH:25])[CH2:3][CH2:4]3)=[CH:9][CH:10]=2)[S:17]1. (4) Given the reactants [O:1]1[CH2:6][CH2:5][N:4]([C:7]2[C:8]3[N:9]([CH:13]=[C:14]([CH2:16][OH:17])[N:15]=3)[CH:10]=[CH:11][N:12]=2)[CH2:3][CH2:2]1.[H-].[Na+].Cl[C:21]1[CH:30]=[CH:29][C:28]2[C:23](=[CH:24][CH:25]=[CH:26][CH:27]=2)[N:22]=1, predict the reaction product. The product is: [N:22]1[C:23]2[C:28](=[CH:27][CH:26]=[CH:25][CH:24]=2)[CH:29]=[CH:30][C:21]=1[O:17][CH2:16][C:14]1[N:15]=[C:8]2[C:7]([N:4]3[CH2:3][CH2:2][O:1][CH2:6][CH2:5]3)=[N:12][CH:11]=[CH:10][N:9]2[CH:13]=1. (5) Given the reactants Cl[C:2]1[CH:7]=[C:6]([O:8][C:9]2[C:10]([CH3:18])=[N:11][C:12]([N+:15]([O-:17])=[O:16])=[CH:13][CH:14]=2)[CH:5]=[CH:4][N:3]=1.[CH3:19][N:20]([CH3:24])[C:21]([NH2:23])=[O:22].CC1(C)C2C(=C(P(C3C=CC=CC=3)C3C=CC=CC=3)C=CC=2)OC2C(P(C3C=CC=CC=3)C3C=CC=CC=3)=CC=CC1=2.C([O-])([O-])=O.[Cs+].[Cs+], predict the reaction product. The product is: [CH3:19][N:20]([CH3:24])[C:21]([NH:23][C:2]1[CH:7]=[C:6]([O:8][C:9]2[C:10]([CH3:18])=[N:11][C:12]([N+:15]([O-:17])=[O:16])=[CH:13][CH:14]=2)[CH:5]=[CH:4][N:3]=1)=[O:22]. (6) The product is: [Br:16][C:17]1[CH:22]=[CH:21][C:20]([CH2:23][CH:2]([C:1]([O:8][CH3:9])=[O:7])[C:3]([O:5][CH3:6])=[O:4])=[CH:19][CH:18]=1. Given the reactants [C:1]([O:8][CH3:9])(=[O:7])[CH2:2][C:3]([O:5][CH3:6])=[O:4].C(=O)([O-])[O-].[K+].[K+].[Br:16][C:17]1[CH:22]=[CH:21][C:20]([CH2:23]Br)=[CH:19][CH:18]=1.O, predict the reaction product.